The task is: Predict the reaction yield, written as a fraction of the theoretical maximum amount of product (1.0 means a 100% yield; for example, 0.34 means a 34% yield).. This data is from Reaction yield outcomes from USPTO patents with 853,638 reactions. (1) The reactants are [OH-:1].[K+].[CH3:3][O:4][C:5]1[CH:35]=[CH:34][C:8]([O:9][CH:10]2[CH2:13][N:12]([C:14]([CH3:33])([CH3:32])[CH2:15][CH2:16][C:17]([C:26]3[CH:31]=[CH:30][CH:29]=[CH:28][CH:27]=3)([C:20]3[CH:25]=[CH:24][CH:23]=[CH:22][CH:21]=3)[C:18]#[N:19])[CH2:11]2)=[CH:7][CH:6]=1. The catalyst is CC(O)(CC)CC. The product is [CH3:3][O:4][C:5]1[CH:6]=[CH:7][C:8]([O:9][CH:10]2[CH2:11][N:12]([C:14]([CH3:32])([CH3:33])[CH2:15][CH2:16][C:17]([C:26]3[CH:31]=[CH:30][CH:29]=[CH:28][CH:27]=3)([C:20]3[CH:21]=[CH:22][CH:23]=[CH:24][CH:25]=3)[C:18]([NH2:19])=[O:1])[CH2:13]2)=[CH:34][CH:35]=1. The yield is 0.960. (2) The reactants are Cl[C:2]1[N:28]=[C:27]([C:29]([F:32])([F:31])[F:30])[CH:26]=[CH:25][C:3]=1[C:4]([NH:6][CH2:7][C:8]1([CH2:21][CH:22]2[CH2:24][CH2:23]2)[CH2:13][CH2:12][CH:11]([S:14]([CH2:17][CH:18]2[CH2:20][CH2:19]2)(=[O:16])=[O:15])[CH2:10][CH2:9]1)=[O:5].[CH:33]1(B(O)O)[CH2:35][CH2:34]1.C1(P(C2CCCCC2)C2CCCCC2)CCCCC1.P([O-])([O-])([O-])=O.[K+].[K+].[K+]. The catalyst is C1(C)C=CC=CC=1.ClCCl.C([O-])(=O)C.[Pd+2].C([O-])(=O)C. The product is [CH:33]1([C:2]2[N:28]=[C:27]([C:29]([F:32])([F:31])[F:30])[CH:26]=[CH:25][C:3]=2[C:4]([NH:6][CH2:7][C:8]2([CH2:21][CH:22]3[CH2:24][CH2:23]3)[CH2:13][CH2:12][CH:11]([S:14]([CH2:17][CH:18]3[CH2:20][CH2:19]3)(=[O:16])=[O:15])[CH2:10][CH2:9]2)=[O:5])[CH2:35][CH2:34]1. The yield is 0.300. (3) The catalyst is C1COCC1. The product is [Cl:9][C:10]1[CH:15]=[C:14]([CH2:2][C:20]([O:19][CH2:17][CH3:18])=[O:24])[CH:13]=[CH:12][N:11]=1. The reactants are [Li+].[CH3:2]C([N-]C(C)C)C.[Cl:9][C:10]1(C)[CH:15]=[CH:14][CH:13]=[CH:12][NH:11]1.[CH2:17]([O:19][C:20](=[O:24])OCC)[CH3:18].[NH4+].[Cl-]. The yield is 0.510.